The task is: Predict which catalyst facilitates the given reaction.. This data is from Catalyst prediction with 721,799 reactions and 888 catalyst types from USPTO. (1) Reactant: [CH2:1]([NH:4][C:5](=[O:25])[NH:6][C:7]1[N:12]=[CH:11][C:10](B(O)O)=[C:9]([C:16]2[S:17][CH:18]=[C:19]([C:21]([F:24])([F:23])[F:22])[N:20]=2)[CH:8]=1)[CH2:2][CH3:3].CC1(C)C(C)(C)OB([C:34]2[CH:35]=[N:36][CH:37]=[C:38]([CH:43]=2)[C:39]([O:41][CH3:42])=[O:40])O1.C(=O)(O)[O-].[Na+].C(OCC)(=O)C. Product: [CH2:1]([NH:4][C:5](=[O:25])[NH:6][C:7]1[N:12]=[CH:11][C:10]([C:34]2[CH:35]=[N:36][CH:37]=[C:38]([C:39]([O:41][CH3:42])=[O:40])[CH:43]=2)=[C:9]([C:16]2[S:17][CH:18]=[C:19]([C:21]([F:24])([F:23])[F:22])[N:20]=2)[CH:8]=1)[CH2:2][CH3:3]. The catalyst class is: 551. (2) Product: [CH3:1][O:2][C:3](=[O:13])/[CH:4]=[CH:5]/[C:6]1[CH:11]=[CH:10][C:9]([O:12][CH2:23][CH:24]([CH2:25][CH3:26])[CH2:27][CH2:28][CH2:29][CH3:30])=[CH:8][CH:7]=1. The catalyst class is: 9. Reactant: [CH3:1][O:2][C:3](=[O:13])/[CH:4]=[CH:5]/[C:6]1[CH:11]=[CH:10][C:9]([OH:12])=[CH:8][CH:7]=1.C(=O)([O-])[O-].[K+].[K+].[I-].[Na+].Br[CH2:23][CH:24]([CH2:27][CH2:28][CH2:29][CH3:30])[CH2:25][CH3:26]. (3) Reactant: [CH2:1]1[C:3]2([CH2:8][CH2:7][N:6]([C:9]3[C:14]([F:15])=[CH:13][N:12]=[C:11]([C:16]#[N:17])[CH:10]=3)[CH2:5][CH2:4]2)[CH2:2]1.CO.[ClH:20]. Product: [ClH:20].[CH2:1]1[C:3]2([CH2:4][CH2:5][N:6]([C:9]3[C:14]([F:15])=[CH:13][N:12]=[C:11]([CH2:16][NH2:17])[CH:10]=3)[CH2:7][CH2:8]2)[CH2:2]1. The catalyst class is: 45. (4) Reactant: [Cl:1][C:2]1[C:3]([F:31])=[C:4]([C@@H:8]2[C@:12]([C:15]3[CH:20]=[CH:19][C:18]([Cl:21])=[CH:17][C:16]=3[F:22])([C:13]#[N:14])[C@H:11]([CH2:23][C:24]([CH3:27])([CH3:26])[CH3:25])[NH:10][C@H:9]2[C:28](O)=[O:29])[CH:5]=[CH:6][CH:7]=1.CCN(C(C)C)C(C)C.C1(P(Cl)(C2C=CC=CC=2)=O)C=CC=CC=1.[CH3:56][O:57][C:58]([C:60]1[O:61][C:62]2[CH:68]=[CH:67][C:66]([NH2:69])=[CH:65][C:63]=2[CH:64]=1)=[O:59]. Product: [Cl:1][C:2]1[C:3]([F:31])=[C:4]([C@@H:8]2[C@:12]([C:15]3[CH:20]=[CH:19][C:18]([Cl:21])=[CH:17][C:16]=3[F:22])([C:13]#[N:14])[C@H:11]([CH2:23][C:24]([CH3:26])([CH3:25])[CH3:27])[NH:10][C@H:9]2[C:28]([NH:69][C:66]2[CH:67]=[CH:68][C:62]3[O:61][C:60]([C:58]([O:57][CH3:56])=[O:59])=[CH:64][C:63]=3[CH:65]=2)=[O:29])[CH:5]=[CH:6][CH:7]=1. The catalyst class is: 4. (5) Reactant: [OH:1][N:2]1[C:6](=[O:7])[CH2:5][CH2:4][C:3]1=[O:8].C1(N=C=NC2CCCCC2)CCCCC1.[N:24]1[CH:29]=[CH:28][CH:27]=[N:26][C:25]=1[S:30][CH2:31][C:32](O)=[O:33]. Product: [O:8]=[C:3]1[CH2:4][CH2:5][C:6](=[O:7])[N:2]1[O:1][C:32](=[O:33])[CH2:31][S:30][C:25]1[N:26]=[CH:27][CH:28]=[CH:29][N:24]=1. The catalyst class is: 3. (6) Reactant: [OH:1][C:2]1[CH:10]=[C:9]([N+:11]([O-:13])=[O:12])[CH:8]=[CH:7][C:3]=1[C:4]([NH2:6])=[O:5].[CH3:14][CH2:15][C:16](=O)[CH2:17][CH3:18].O.C1(C)C=CC(S(O)(=O)=O)=CC=1.C(=O)(O)[O-].[Na+]. Product: [CH2:15]([C:16]1([CH2:17][CH3:18])[NH:6][C:4](=[O:5])[C:3]2[CH:7]=[CH:8][C:9]([N+:11]([O-:13])=[O:12])=[CH:10][C:2]=2[O:1]1)[CH3:14]. The catalyst class is: 11.